From a dataset of NCI-60 drug combinations with 297,098 pairs across 59 cell lines. Regression. Given two drug SMILES strings and cell line genomic features, predict the synergy score measuring deviation from expected non-interaction effect. (1) Drug 1: CC1C(C(CC(O1)OC2CC(CC3=C2C(=C4C(=C3O)C(=O)C5=C(C4=O)C(=CC=C5)OC)O)(C(=O)C)O)N)O.Cl. Drug 2: CC1C(C(CC(O1)OC2CC(OC(C2O)C)OC3=CC4=CC5=C(C(=O)C(C(C5)C(C(=O)C(C(C)O)O)OC)OC6CC(C(C(O6)C)O)OC7CC(C(C(O7)C)O)OC8CC(C(C(O8)C)O)(C)O)C(=C4C(=C3C)O)O)O)O. Cell line: OVCAR3. Synergy scores: CSS=17.6, Synergy_ZIP=-5.43, Synergy_Bliss=0.0993, Synergy_Loewe=-15.9, Synergy_HSA=-0.474. (2) Drug 1: CC12CCC(CC1=CCC3C2CCC4(C3CC=C4C5=CN=CC=C5)C)O. Drug 2: CC1C(C(=O)NC(C(=O)N2CCCC2C(=O)N(CC(=O)N(C(C(=O)O1)C(C)C)C)C)C(C)C)NC(=O)C3=C4C(=C(C=C3)C)OC5=C(C(=O)C(=C(C5=N4)C(=O)NC6C(OC(=O)C(N(C(=O)CN(C(=O)C7CCCN7C(=O)C(NC6=O)C(C)C)C)C)C(C)C)C)N)C. Cell line: SR. Synergy scores: CSS=83.1, Synergy_ZIP=35.0, Synergy_Bliss=33.2, Synergy_Loewe=-12.0, Synergy_HSA=36.6.